Dataset: Experimentally validated miRNA-target interactions with 360,000+ pairs, plus equal number of negative samples. Task: Binary Classification. Given a miRNA mature sequence and a target amino acid sequence, predict their likelihood of interaction. (1) The miRNA is hsa-miR-449a with sequence UGGCAGUGUAUUGUUAGCUGGU. The protein sequence of the target gene is MGKTFSQLGSWREDENKSILSSKPAIGSKAVNYSSTGSSKSFCSCVPCEGTADASFVTCPTCQGSGKIPQELEKQLVALIPYGDQRLKPKHTKLFVFLAVLICLVTSSFIVFFLFPRSVIVQPAGLNSSTVAFDEADIYLNITNILNISNGNYYPIMVTQLTLEVLHLSLVVGQVSNNLLLHIGPLASEQMFYAVATKIRDENTYKICTWLEIKVHHVLLHIQGTLTCSYLSHSEQLVFQSYEYVDCRGNASVPHQLTPHPP. Result: 0 (no interaction). (2) The protein sequence of the target gene is MRGCLRLALLCALPWLLLAASPGHPAKSPRQPPAPRRDPFDAARGADFDHVYSGVVNLSTENIYSFNYTSQPDQVTAVRVYVNSSSENLNYPVLVVVRQQKEVLSWQVPLLFQGLYQRSYNYQEVSRTLCPSEATNETGPLQQLIFVDVASMAPLGAQYKLLVTKLKHFQLRTNVAFHFTASPSQPQYFLYKFPKDVDSVIIKVVSEMAYPCSVVSVQNIMCPVYDLDHNVEFNGVYQSMTKKAAITLQKKDFPGEQFFVVFVIKPEDYACGGSFFIQEKENQTWNLQRKKNLEVTIVPS.... The miRNA is hsa-miR-4649-5p with sequence UGGGCGAGGGGUGGGCUCUCAGAG. Result: 0 (no interaction). (3) The miRNA is hsa-miR-548az-5p with sequence CAAAAGUGAUUGUGGUUUUUGC. The protein sequence of the target gene is MASDGARKQFWKRSNSKVPGSIQHVYGAQHPPFDPLLHGTLLKSTPKVPTTPVKAKRVSTFQEFESNTSDAWDAGEDDDELLAMATESLNSEVVMETAHRVLRNHSQRQSQPSQKTTEPEPEPQPIAEPPVPPSGDLRLVKSVSESHTPCPSESTGDTVPLQRSQSLPHSATVTLSGTSDPHALADSALSKRETSRLDKFKQLLAGPNTDLEELRKLSWSGIPKPVRPMTWKLLSGYLPANVDRRPATLQRKQKEYFAFIEHYYSSRNDEVHQDTYRQIHIDIPRMSPEALILQPKVTEI.... Result: 0 (no interaction). (4) The miRNA is hsa-miR-128-3p with sequence UCACAGUGAACCGGUCUCUUU. The protein sequence of the target gene is MIRPQLRTAGLGRCLLPGLLLLLVPVLWAGAEKLHTQPSCPAVCQPTRCPALPTCALGTTPVFDLCRCCRVCPAAEREVCGGAQGQPCAPGLQCLQPLRPGFPSTCGCPTLGGAVCGSDRRTYPSMCALRAENRAARRLGKVPAVPVQWGNCGDTGTRSAGPLRRNYNFIAAVVEKVAPSVVHVQLWGRLLHGSRLVPVYSGSGFIVSEDGLIITNAHVVRNQQWIEVVLQNGARYEAVVKDIDLKLDLAVIKIESNAELPVLMLGRSSDLRAGEFVVALGSPFSLQNTATAGIVSTKQR.... Result: 1 (interaction). (5) The miRNA is hsa-miR-4636 with sequence AACUCGUGUUCAAAGCCUUUAG. The protein sequence of the target gene is MLPHVVLTFRRLGCALASCRLAPARHRGSGLLHTAPVARSDRSAPVFTRALAFGDRIALVDQHGRHTYRELYSRSLRLSQEICRLCGCVGGDLREERVSFLCANDASYVVAQWASWMSGGVAVPLYRKHPAAQLEYVICDSQSSVVLASQEYLELLSPVVRKLGVPLLPLTPAIYTGAVEEPAEVPVPEQGWRNKGAMIIYTSGTTGRPKGVLSTHQNIRAVVTGLVHKWAWTKDDVILHVLPLHHVHGVVNALLCPLWVGATCVMMPEFSPQQVWEKFLSSETPRINVFMAVPTIYTKL.... Result: 0 (no interaction). (6) The miRNA is hsa-miR-4488 with sequence AGGGGGCGGGCUCCGGCG. The protein sequence of the target gene is MAMRQTPLTCSGHTRPVVDLAFSGITPYGYFLISACKDGKPMLRQGDTGDWIGTFLGHKGAVWGATLNKDATKAATAAADFTAKVWDAVSGDELMTLAHKHIVKTVDFTQDSNYLLTGGQDKLLRIYDLNKPEAEPKEISGHTSGIKKALWCSEDKQILSADDKTVRLWDHATMTEVKSLNFNMSVSSMEYIPEGEILVITYGRSIAFHSAVSLDPIKSFEAPATINSASLHPEKEFLVAGGEDFKLYKYDYNSGEELESYKGHFGPIHCVRFSPDGELYASGSEDGTLRLWQTVVGKTY.... Result: 0 (no interaction). (7) Result: 0 (no interaction). The miRNA is hsa-miR-6812-5p with sequence AUGGGGUGAGAUGGGGAGGAGCAGC. The protein sequence of the target gene is MAEVKVEVASIDWQKRCLSLETQLFRFRLQASKIRELLADKMQELEQRLLEAEQRAENAETQVGVMEEKIKLSNLKSVDSTGTLHQKYQELLRAVQGKDELISQLQAQLEKQKQTRAEEAKIVQEKAAKIKEWVTVKLAELEMENQQLKTCNQQLVEQVAALQDALEDLRMTPSEELLVVPEGTPERDPVPSGPSDQPVEQDSNPHTQILKVAVPTPSLGTLQSRDSLSEARSLEDLRFSMVHPGETAEAKTLQSHLQKEGSPSQLCMKPGNPKHGSASYRESLVTAQGGTFPGTKTSAR....